This data is from Forward reaction prediction with 1.9M reactions from USPTO patents (1976-2016). The task is: Predict the product of the given reaction. (1) The product is: [CH:1]1([CH2:4][NH:5][C:6]([NH:8][C:9]2[CH:10]=[CH:11][C:12]([C:15]([N:17]3[CH2:22][CH2:21][N:20]([C:35](=[O:36])[C:34]4[CH:33]=[CH:32][C:31]([C:25]([OH:30])([C:24]([F:23])([F:40])[F:41])[C:26]([F:27])([F:28])[F:29])=[CH:39][CH:38]=4)[CH2:19][CH2:18]3)=[O:16])=[CH:13][CH:14]=2)=[O:7])[CH2:2][CH2:3]1. Given the reactants [CH:1]1([CH2:4][NH:5][C:6]([NH:8][C:9]2[CH:14]=[CH:13][C:12]([C:15]([N:17]3[CH2:22][CH2:21][NH:20][CH2:19][CH2:18]3)=[O:16])=[CH:11][CH:10]=2)=[O:7])[CH2:3][CH2:2]1.[F:23][C:24]([F:41])([F:40])[C:25]([C:31]1[CH:39]=[CH:38][C:34]([C:35](O)=[O:36])=[CH:33][CH:32]=1)([OH:30])[C:26]([F:29])([F:28])[F:27].C(N(CC)CC)C.CCCP1(OP(CCC)(=O)OP(CCC)(=O)O1)=O, predict the reaction product. (2) Given the reactants C(Cl)(=O)C(Cl)=O.C(Cl)Cl.[OH:10][CH:11]1[CH:17]([NH:18][C:19]([CH:21]([NH:26][C:27]([C:29]2[O:30][C:31]3[CH:37]=[CH:36][CH:35]=[CH:34][C:32]=3[CH:33]=2)=[O:28])[CH2:22][CH:23]([CH3:25])[CH3:24])=[O:20])[CH2:16][CH2:15][N:14]([CH3:38])[N:13]([C:39]([C:41]2[CH:46]=[CH:45][CH:44]=[CH:43][N:42]=2)=[O:40])[CH2:12]1, predict the reaction product. The product is: [CH3:24][CH:23]([CH3:25])[CH2:22][C@H:21]([NH:26][C:27]([C:29]1[O:30][C:31]2[CH:37]=[CH:36][CH:35]=[CH:34][C:32]=2[CH:33]=1)=[O:28])[C:19](=[O:20])[NH:18][C@H:17]1[CH2:16][CH2:15][N:14]([CH3:38])[N:13]([C:39]([C:41]2[CH:46]=[CH:45][CH:44]=[CH:43][N:42]=2)=[O:40])[CH2:12][C:11]1=[O:10]. (3) Given the reactants Br[C:2]1[CH:7]=[CH:6][C:5]([CH:8]2[C:13](=[O:14])[C:12]([CH3:16])([CH3:15])[O:11][C:10]([CH3:18])([CH3:17])[C:9]2=[O:19])=[C:4]([CH2:20][CH3:21])[CH:3]=1.[Cl:22][C:23]1[CH:28]=[CH:27][C:26]([OH:29])=[CH:25][C:24]=1[F:30].C(=O)([O-])[O-].[Cs+].[Cs+], predict the reaction product. The product is: [Cl:22][C:23]1[CH:28]=[CH:27][C:26]([O:29][C:2]2[CH:7]=[CH:6][C:5]([CH:8]3[C:13](=[O:14])[C:12]([CH3:16])([CH3:15])[O:11][C:10]([CH3:18])([CH3:17])[C:9]3=[O:19])=[C:4]([CH2:20][CH3:21])[CH:3]=2)=[CH:25][C:24]=1[F:30]. (4) Given the reactants [F:1][C:2]1[CH:3]=[C:4]([CH:44]=[CH:45][CH:46]=1)[CH2:5][N:6]1[C:10]([CH3:11])=[C:9]([C:12]2[C:20]3[C:15](=[N:16][CH:17]=[C:18]([C:21]4[CH:26]=[CH:25][CH:24]=[C:23]([N:27]5[CH2:32][CH2:31][NH:30][CH2:29][CH2:28]5)[CH:22]=4)[CH:19]=3)[N:14]([S:33]([C:36]3[CH:42]=[CH:41][C:39]([CH3:40])=[CH:38][CH:37]=3)(=[O:35])=[O:34])[CH:13]=2)[C:8]([CH3:43])=[N:7]1.Br[CH2:48][CH2:49][OH:50].C(=O)([O-])[O-].[K+].[K+], predict the reaction product. The product is: [F:1][C:2]1[CH:3]=[C:4]([CH:44]=[CH:45][CH:46]=1)[CH2:5][N:6]1[C:10]([CH3:11])=[C:9]([C:12]2[C:20]3[C:15](=[N:16][CH:17]=[C:18]([C:21]4[CH:22]=[C:23]([N:27]5[CH2:28][CH2:29][N:30]([CH2:48][CH2:49][OH:50])[CH2:31][CH2:32]5)[CH:24]=[CH:25][CH:26]=4)[CH:19]=3)[N:14]([S:33]([C:36]3[CH:37]=[CH:38][C:39]([CH3:40])=[CH:41][CH:42]=3)(=[O:34])=[O:35])[CH:13]=2)[C:8]([CH3:43])=[N:7]1. (5) The product is: [C:1]([C:5]1[N:10]=[CH:9][C:8]([C:11]2[N:12]([C:32]([N:34]3[CH2:39][CH2:38][CH:37]([CH2:40][C:41]([N:51]4[CH2:52][CH2:53][N:48]([CH3:47])[CH2:49][CH2:50]4)=[O:42])[CH2:36][CH2:35]3)=[O:33])[C@@:13]([C:25]3[CH:30]=[CH:29][C:28]([Cl:31])=[CH:27][CH:26]=3)([CH3:24])[C@@:14]([C:17]3[CH:22]=[CH:21][C:20]([Cl:23])=[CH:19][CH:18]=3)([CH3:16])[N:15]=2)=[C:7]([O:44][CH2:45][CH3:46])[CH:6]=1)([CH3:2])([CH3:3])[CH3:4]. Given the reactants [C:1]([C:5]1[N:10]=[CH:9][C:8]([C:11]2[N:12]([C:32]([N:34]3[CH2:39][CH2:38][CH:37]([CH2:40][C:41](O)=[O:42])[CH2:36][CH2:35]3)=[O:33])[C@@:13]([C:25]3[CH:30]=[CH:29][C:28]([Cl:31])=[CH:27][CH:26]=3)([CH3:24])[C@@:14]([C:17]3[CH:22]=[CH:21][C:20]([Cl:23])=[CH:19][CH:18]=3)([CH3:16])[N:15]=2)=[C:7]([O:44][CH2:45][CH3:46])[CH:6]=1)([CH3:4])([CH3:3])[CH3:2].[CH3:47][N:48]1[CH2:53][CH2:52][NH:51][CH2:50][CH2:49]1, predict the reaction product. (6) Given the reactants [Si](O[C@@H]1[C@@H](CO[Si](C(C)(C)C)(C)C)O[C@@H](N2C3N=CN=C(OC)C=3N=C2)C1)([C:4](C)([CH3:6])[CH3:5])(C)C.N1([O:43][C:44]2[C:45]3[N:46]=[CH:47][N:48]([C:71]=3[N:72]=[CH:73][N:74]=2)[C@@H:49]2[O:70][C@H:60]([CH2:61][O:62][Si:63]([C:66]([CH3:69])([CH3:68])[CH3:67])([CH3:65])[CH3:64])[C@@H:51]([O:52][Si:53]([C:56]([CH3:59])([CH3:58])[CH3:57])([CH3:55])[CH3:54])[CH2:50]2)C2C=CC=CC=2N=N1.C([O-])([O-])=O.[Cs+].[Cs+], predict the reaction product. The product is: [Si:63]([O:62][C@@H:61]1[C@@H:60]([CH2:51][O:52][Si:53]([C:56]([CH3:57])([CH3:59])[CH3:58])([CH3:54])[CH3:55])[O:70][C@@H:49]([N:48]2[C:71]3[N:72]=[CH:73][N:74]=[C:44]([O:43][CH:4]([CH3:6])[CH3:5])[C:45]=3[N:46]=[CH:47]2)[CH2:50]1)([C:66]([CH3:67])([CH3:69])[CH3:68])([CH3:64])[CH3:65]. (7) Given the reactants [Cl:1][C:2]1[C:3]([N:14]2[CH2:19][CH2:18][N:17]([C:20]([O:22][C:23]([CH3:26])([CH3:25])[CH3:24])=[O:21])[CH2:16][CH2:15]2)=[N:4][CH:5]=[C:6]([C:8]2[O:9][CH:10]([CH3:13])[CH2:11][N:12]=2)[CH:7]=1.C(C1C(=O)C(Cl)=C(Cl)C(=O)C=1C#N)#N, predict the reaction product. The product is: [Cl:1][C:2]1[C:3]([N:14]2[CH2:19][CH2:18][N:17]([C:20]([O:22][C:23]([CH3:26])([CH3:25])[CH3:24])=[O:21])[CH2:16][CH2:15]2)=[N:4][CH:5]=[C:6]([C:8]2[O:9][C:10]([CH3:13])=[CH:11][N:12]=2)[CH:7]=1.